Dataset: Reaction yield outcomes from USPTO patents with 853,638 reactions. Task: Predict the reaction yield, written as a fraction of the theoretical maximum amount of product (1.0 means a 100% yield; for example, 0.34 means a 34% yield). (1) The reactants are [NH:1]1[CH2:6][CH2:5][O:4][CH2:3][CH2:2]1.[Cl-].C[Al+]C.[F:11][C:12]1[CH:21]=[CH:20][C:19]2[O:18][CH2:17][C:16]3[CH:22]=[C:23]([C:25]([O-])=[O:26])[S:24][C:15]=3[C:14]=2[CH:13]=1. The catalyst is ClCCCl. The product is [F:11][C:12]1[CH:21]=[CH:20][C:19]2[O:18][CH2:17][C:16]3[CH:22]=[C:23]([C:25]([N:1]4[CH2:6][CH2:5][O:4][CH2:3][CH2:2]4)=[O:26])[S:24][C:15]=3[C:14]=2[CH:13]=1. The yield is 0.400. (2) The reactants are [CH3:1][N:2]1[C:6]([CH2:7][CH2:8][O:9]C2C=CC(C3CCN(C4C=CC5N(C(C(F)(F)F)=NN=5)N=4)CC3)=CC=2)=[CH:5][CH:4]=[N:3]1.C([Li])CCC.CN1C=CC=N1.O1CC1. The catalyst is C1COCC1.C(Cl)Cl. The product is [CH3:1][N:2]1[C:6]([CH2:7][CH2:8][OH:9])=[CH:5][CH:4]=[N:3]1. The yield is 0.830. (3) The reactants are [CH3:1][C:2]1[C:11]2[C:6](=[CH:7][CH:8]=[CH:9][CH:10]=2)[CH:5]=[N:4][C:3]=1[N:12]([CH2:25][C:26]1[CH:31]=[CH:30][C:29]([O:32][C:33]([F:36])([F:35])[F:34])=[CH:28][CH:27]=1)[S:13]([C:16]1[CH:24]=[CH:23][C:19]([C:20]([O-:22])=O)=[CH:18][CH:17]=1)(=[O:15])=[O:14].[Na+].[Cl-].[NH4+].C([N:43](CC)C(C)C)(C)C.C[NH3+].F[P-](F)(F)(F)(F)F.N1(OC(N(C)C)=[N+](C)C)C2N=CC=CC=2N=N1.F[P-](F)(F)(F)(F)F.C(=O)([O-])O.[Na+]. The catalyst is CN(C)C(=O)C. The product is [CH3:1][C:2]1[C:11]2[C:6](=[CH:7][CH:8]=[CH:9][CH:10]=2)[CH:5]=[N:4][C:3]=1[N:12]([CH2:25][C:26]1[CH:31]=[CH:30][C:29]([O:32][C:33]([F:35])([F:36])[F:34])=[CH:28][CH:27]=1)[S:13]([C:16]1[CH:24]=[CH:23][C:19]([C:20]([NH2:43])=[O:22])=[CH:18][CH:17]=1)(=[O:15])=[O:14]. The yield is 0.270. (4) The reactants are [F:1][C:2]1[CH:7]=[CH:6][C:5]([CH2:8][C:9]2[CH:18]=[C:17]3[C:12]([C:13]([OH:26])=[C:14]([C:21](OCC)=[O:22])[C:15](=[O:20])[N:16]3[CH3:19])=[N:11][CH:10]=2)=[CH:4][CH:3]=1.C(N(CC)CC)C.Cl.[NH2:35][CH:36]1[CH2:41][CH2:40][CH2:39][CH2:38][CH:37]1[OH:42]. No catalyst specified. The product is [F:1][C:2]1[CH:3]=[CH:4][C:5]([CH2:8][C:9]2[CH:18]=[C:17]3[C:12]([C:13]([OH:26])=[C:14]([C:21]([NH:35][CH:36]4[CH2:41][CH2:40][CH2:39][CH2:38][CH:37]4[OH:42])=[O:22])[C:15](=[O:20])[N:16]3[CH3:19])=[N:11][CH:10]=2)=[CH:6][CH:7]=1. The yield is 0.380. (5) The reactants are C(O[B:5]1[O:9][C:8]([CH3:11])([CH3:10])[C:7]([CH3:13])([CH3:12])[O:6]1)(C)C.C([Li])CCC.[F:19][C:20]1[CH:21]=[C:22]([C:27]2[C:28]([CH3:33])=[N:29][O:30][C:31]=2[CH3:32])[CH:23]=[C:24]([F:26])[CH:25]=1. No catalyst specified. The product is [F:26][C:24]1[CH:23]=[C:22]([C:27]2[C:28]([CH3:33])=[N:29][O:30][C:31]=2[CH3:32])[CH:21]=[C:20]([F:19])[C:25]=1[B:5]1[O:6][C:7]([CH3:12])([CH3:13])[C:8]([CH3:10])([CH3:11])[O:9]1. The yield is 0.970.